Dataset: Catalyst prediction with 721,799 reactions and 888 catalyst types from USPTO. Task: Predict which catalyst facilitates the given reaction. (1) Reactant: [F:1][C:2]([F:24])([F:23])[C:3]1[N:4]=[CH:5][C:6]([NH:9][C@H:10]2[CH2:14][CH2:13][CH2:12][C@@H:11]2[NH:15]C(=O)OC(C)(C)C)=[N:7][CH:8]=1.BrN1C(=O)CCC1=O.[ClH:33].O1CCOCC1. Product: [ClH:33].[Cl:33][C:5]1[C:6]([NH:9][C@H:10]2[CH2:14][CH2:13][CH2:12][C@@H:11]2[NH2:15])=[N:7][CH:8]=[C:3]([C:2]([F:24])([F:23])[F:1])[N:4]=1. The catalyst class is: 2. (2) Reactant: Br[C:2]1[CH:3]=[CH:4][C:5]([CH3:21])=[C:6]([C:8]2[C:13]([O:14][C@H:15]([CH2:17][CH:18]=[CH2:19])[CH3:16])=[CH:12][CH:11]=[CH:10][C:9]=2[Cl:20])[CH:7]=1.[CH3:22][C:23]1([CH3:39])[C:27]([CH3:29])([CH3:28])[O:26][B:25]([B:25]2[O:26][C:27]([CH3:29])([CH3:28])[C:23]([CH3:39])([CH3:22])[O:24]2)[O:24]1.C([O-])(=O)C.[K+].C(Cl)Cl. Product: [Cl:20][C:9]1[CH:10]=[CH:11][CH:12]=[C:13]([O:14][C@H:15]([CH2:17][CH:18]=[CH2:19])[CH3:16])[C:8]=1[C:6]1[C:5]([CH3:21])=[CH:4][CH:3]=[C:2]([B:25]2[O:26][C:27]([CH3:29])([CH3:28])[C:23]([CH3:39])([CH3:22])[O:24]2)[CH:7]=1. The catalyst class is: 12. (3) Reactant: C(=O)([O-])[O-].[K+].[K+].[F:7][C:8]1[CH:9]=[C:10]([C:15]#[C:16][Si](C)(C)C)[CH:11]=[CH:12][C:13]=1[F:14].Cl. Product: [C:15]([C:10]1[CH:11]=[CH:12][C:13]([F:14])=[C:8]([F:7])[CH:9]=1)#[CH:16]. The catalyst class is: 8. (4) Reactant: [H-].[Na+].[I:3][C:4]1[CH:5]=[N:6][NH:7][CH:8]=1.Cl[CH2:10][C:11](=[O:18])[CH2:12][C:13]([O:15][CH2:16][CH3:17])=[O:14]. Product: [I:3][C:4]1[CH:5]=[N:6][N:7]([CH2:10][C:11](=[O:18])[CH2:12][C:13]([O:15][CH2:16][CH3:17])=[O:14])[CH:8]=1. The catalyst class is: 20.